From a dataset of Forward reaction prediction with 1.9M reactions from USPTO patents (1976-2016). Predict the product of the given reaction. (1) The product is: [CH2:11]([O:12][CH2:13][CH2:14][CH2:15][N:1]1[CH2:6][CH2:5][C:4](=[O:7])[CH2:3][CH2:2]1)[CH2:10][CH3:9]. Given the reactants [NH:1]1[CH2:6][CH2:5][C:4](=[O:7])[CH2:3][CH2:2]1.Cl[CH2:9][CH2:10][CH2:11][O:12][CH2:13][CH2:14][CH3:15], predict the reaction product. (2) The product is: [Cl:20][C:14]1[CH:15]=[CH:16][CH:17]=[C:18]([Cl:19])[C:13]=1[C:11]1[O:12][C:7]2[CH:6]=[N:5][C:4]([NH:23][C:24]3[CH:25]=[C:26]([O:30][C:31](=[O:34])[NH:32][CH3:33])[CH:27]=[CH:28][CH:29]=3)=[N:22][C:8]=2[N:9]([CH3:21])[N:10]=1. Given the reactants CS([C:4]1[N:5]=[CH:6][C:7]2[O:12][C:11]([C:13]3[C:18]([Cl:19])=[CH:17][CH:16]=[CH:15][C:14]=3[Cl:20])=[N:10][N:9]([CH3:21])[C:8]=2[N:22]=1)=O.[NH2:23][C:24]1[CH:25]=[C:26]([O:30][C:31](=[O:34])[NH:32][CH3:33])[CH:27]=[CH:28][CH:29]=1.O.C1(C)C=CC(S(O)(=O)=O)=CC=1, predict the reaction product.